This data is from Catalyst prediction with 721,799 reactions and 888 catalyst types from USPTO. The task is: Predict which catalyst facilitates the given reaction. (1) Reactant: [C:1]1([NH2:8])[C:2]([NH2:7])=[CH:3][CH:4]=[CH:5][CH:6]=1.[C:9]([C:11]1[CH:12]=[C:13]([CH:17]=[CH:18][CH:19]=1)[C:14](Cl)=[O:15])#[N:10]. Product: [C:9]([C:11]1[CH:12]=[C:13]([CH:17]=[CH:18][CH:19]=1)[C:14]([NH:7][C:2]1[C:1]([NH:8][C:14](=[O:15])[C:13]2[CH:17]=[CH:18][CH:19]=[C:11]([C:9]#[N:10])[CH:12]=2)=[CH:6][CH:5]=[CH:4][CH:3]=1)=[O:15])#[N:10]. The catalyst class is: 66. (2) Product: [Br:1][C:2]1[CH:3]=[C:4]2[C:8](=[C:9]([C:11]([NH2:34])=[O:13])[CH:10]=1)[NH:7][CH:6]=[C:5]2[CH:14]1[CH2:15][CH:16]([CH3:23])[S:17](=[O:21])(=[O:22])[CH:18]([CH3:20])[CH2:19]1. The catalyst class is: 18. Reactant: [Br:1][C:2]1[CH:3]=[C:4]2[C:8](=[C:9]([C:11]([OH:13])=O)[CH:10]=1)[NH:7][CH:6]=[C:5]2[CH:14]1[CH2:19][CH:18]([CH3:20])[S:17](=[O:22])(=[O:21])[CH:16]([CH3:23])[CH2:15]1.C(Cl)CCl.C1C=CC2N(O)N=[N:34]C=2C=1.N.O1CCOCC1. (3) Product: [Br:1][C:2]1[CH:3]=[C:4]([C:8]2([CH:11]=[O:12])[CH2:9][CH2:10]2)[CH:5]=[N:6][CH:7]=1. The catalyst class is: 10. Reactant: [Br:1][C:2]1[CH:3]=[C:4]([C:8]2([CH2:11][OH:12])[CH2:10][CH2:9]2)[CH:5]=[N:6][CH:7]=1.CC(OI1(OC(C)=O)(OC(C)=O)OC(=O)C2C=CC=CC1=2)=O. (4) Reactant: N#N.[CH3:3][C:4]1([C:9]2[O:13][C:12]([CH2:14][N:15]3[CH:19]=[CH:18][C:17]([N+:20]([O-])=O)=[N:16]3)=[N:11][CH:10]=2)[O:8][CH2:7][CH2:6][O:5]1.[NH4+].[Cl-]. Product: [CH3:3][C:4]1([C:9]2[O:13][C:12]([CH2:14][N:15]3[CH:19]=[CH:18][C:17]([NH2:20])=[N:16]3)=[N:11][CH:10]=2)[O:8][CH2:7][CH2:6][O:5]1. The catalyst class is: 314.